This data is from Full USPTO retrosynthesis dataset with 1.9M reactions from patents (1976-2016). The task is: Predict the reactants needed to synthesize the given product. Given the product [CH:1]1([C:4]2[CH:5]=[N:6][C:7]([NH:13][C:14]3[CH:15]=[C:16]4[C:20](=[CH:21][CH:22]=3)[N:19]([CH2:23][C:24]3[CH:29]=[CH:28][CH:27]=[C:26]([O:30][CH2:32][CH2:33][O:34][CH3:35])[CH:25]=3)[CH:18]=[CH:17]4)=[C:8]([CH:12]=2)[C:9]([OH:11])=[O:10])[CH2:3][CH2:2]1, predict the reactants needed to synthesize it. The reactants are: [CH:1]1([C:4]2[CH:5]=[N:6][C:7]([NH:13][C:14]3[CH:15]=[C:16]4[C:20](=[CH:21][CH:22]=3)[N:19]([CH2:23][C:24]3[CH:29]=[CH:28][CH:27]=[C:26]([OH:30])[CH:25]=3)[CH:18]=[CH:17]4)=[C:8]([CH:12]=2)[C:9]([OH:11])=[O:10])[CH2:3][CH2:2]1.Br[CH2:32][CH2:33][O:34][CH3:35].C(=O)([O-])[O-].[K+].[K+].[H-].[Na+].Cl.